This data is from Forward reaction prediction with 1.9M reactions from USPTO patents (1976-2016). The task is: Predict the product of the given reaction. (1) Given the reactants [NH:1]1[C:9]2[C:4](=[CH:5][CH:6]=[CH:7][CH:8]=2)[C:3](/[CH:10]=[CH:11]/[C:12]([N:14]([CH:24]([CH3:26])[CH3:25])[NH:15][C:16](=[O:23])[C:17]2[CH:22]=[CH:21][CH:20]=[CH:19][CH:18]=2)=[O:13])=[CH:2]1.C([O-])([O-])=O.[K+].[K+].[C:33](Cl)([C:35]([CH3:38])([CH3:37])[CH3:36])=[O:34], predict the reaction product. The product is: [CH:24]([N:14]([C:12](=[O:13])/[CH:11]=[CH:10]/[C:3]1[C:4]2[C:9](=[CH:8][CH:7]=[CH:6][CH:5]=2)[N:1]([C:33](=[O:34])[C:35]([CH3:38])([CH3:37])[CH3:36])[CH:2]=1)[NH:15][C:16](=[O:23])[C:17]1[CH:18]=[CH:19][CH:20]=[CH:21][CH:22]=1)([CH3:26])[CH3:25]. (2) Given the reactants [CH3:1][C:2]1[CH:7]=[C:6]([C:8]2[CH:9]=[CH:10][C:11]3[N:17]4[CH2:18][CH:14]([CH2:15][CH2:16]4)[NH:13][C:12]=3[N:19]=2)[CH:5]=[CH:4][N:3]=1.ClC(Cl)(O[C:24](=[O:30])OC(Cl)(Cl)Cl)Cl.[CH:32]1([C:35]2[N:40]=[C:39]([NH2:41])[CH:38]=[N:37][CH:36]=2)[CH2:34][CH2:33]1.CCN(CC)CC, predict the reaction product. The product is: [CH:32]1([C:35]2[N:40]=[C:39]([NH:41][C:24]([N:13]3[C@@H:14]4[CH2:18][N:17]([CH2:16][CH2:15]4)[C:11]4[CH:10]=[CH:9][C:8]([C:6]5[CH:5]=[CH:4][N:3]=[C:2]([CH3:1])[CH:7]=5)=[N:19][C:12]3=4)=[O:30])[CH:38]=[N:37][CH:36]=2)[CH2:34][CH2:33]1. (3) The product is: [F:33][C:34]1[CH:40]=[C:39]([F:41])[CH:38]=[CH:37][C:35]=1[NH:36][C:56](=[O:57])[CH2:55][CH:52]1[CH2:53][CH2:54][N:49]([C:47]([O:46][C:42]([CH3:44])([CH3:43])[CH3:45])=[O:48])[CH2:50][CH2:51]1. Given the reactants C1C=CC2N(O)N=NC=2C=1.CN(C(ON1N=NC2C=CC=CC1=2)=[N+](C)C)C.[B-](F)(F)(F)F.[F:33][C:34]1[CH:40]=[C:39]([F:41])[CH:38]=[CH:37][C:35]=1[NH2:36].[C:42]([O:46][C:47]([N:49]1[CH2:54][CH2:53][CH:52]([CH2:55][C:56](O)=[O:57])[CH2:51][CH2:50]1)=[O:48])([CH3:45])([CH3:44])[CH3:43], predict the reaction product. (4) The product is: [CH2:17]([O:16][C:14]([N:9]1[CH2:10][CH2:11][C:12]2[N:32]=[C:31]([S:30][CH3:29])[N:33]=[C:5]([OH:4])[C:7]=2[CH2:8]1)=[O:15])[C:18]1[CH:23]=[CH:22][CH:21]=[CH:20][CH:19]=1. Given the reactants [Na].C([O:4][C:5]([CH:7]1[C:12](=O)[CH2:11][CH2:10][N:9]([C:14]([O:16][CH2:17][C:18]2[CH:23]=[CH:22][CH:21]=[CH:20][CH:19]=2)=[O:15])[CH2:8]1)=O)C.S(O)(O)(=O)=O.[CH3:29][S:30][C:31](=[NH:33])[NH2:32], predict the reaction product. (5) Given the reactants [OH-].C[N+](C)(C)C.C[Si](OCC)(OCC)[O:9][CH2:10]C.CS(C(C)O[Si]([C:29]1[CH:34]=[CH:33]C=CC=1)(OC)OC)(=O)=O.Cl.[C:37]([O:40]CC)(=[O:39])[CH3:38], predict the reaction product. The product is: [C:37]([O:40][CH:34]([CH3:29])[CH2:33][O:9][CH3:10])(=[O:39])[CH3:38]. (6) Given the reactants [CH3:1][C@@H:2]1[CH2:6][CH2:5][CH2:4][N:3]1[CH2:7][CH2:8][C:9]1[O:10][C:11]2[CH:17]=[CH:16][C:15]([C:18]3[CH:19]=[C:20]([CH:26]=[CH:27][CH:28]=3)[C:21]([O:23]CC)=[O:22])=[CH:14][C:12]=2[CH:13]=1.[OH-].[Na+], predict the reaction product. The product is: [CH3:1][C@@H:2]1[CH2:6][CH2:5][CH2:4][N:3]1[CH2:7][CH2:8][C:9]1[O:10][C:11]2[CH:17]=[CH:16][C:15]([C:18]3[CH:19]=[C:20]([CH:26]=[CH:27][CH:28]=3)[C:21]([OH:23])=[O:22])=[CH:14][C:12]=2[CH:13]=1. (7) The product is: [CH2:43]([O:42][C@H:40]([CH3:41])[CH2:39][O:38][CH2:37][C:34]1[CH:33]=[CH:32][C:31]([C@@H:11]2[C@@H:12]([O:14][CH2:15][C:16]3[CH:17]=[CH:18][C:19]4[O:24][CH2:23][CH2:22][N:21]([CH2:25][CH2:26][CH2:27][O:28][CH3:29])[C:20]=4[CH:30]=3)[CH2:13][NH:8][CH2:9][C@H:10]2[CH2:45][CH2:50][C:49]([N:70]2[CH2:74][CH2:73][CH2:72][CH2:71]2)=[O:48])=[CH:36][CH:35]=1)[CH3:44]. Given the reactants C(OC([N:8]1[CH2:13][C@H:12]([O:14][CH2:15][C:16]2[CH:17]=[CH:18][C:19]3[O:24][CH2:23][CH2:22][N:21]([CH2:25][CH2:26][CH2:27][O:28][CH3:29])[C:20]=3[CH:30]=2)[C@@H:11]([C:31]2[CH:36]=[CH:35][C:34]([CH2:37][O:38][CH2:39][C@H:40]([O:42][CH2:43][CH3:44])[CH3:41])=[CH:33][CH:32]=2)[C@H:10]([CH:45]=O)[CH2:9]1)=O)(C)(C)C.[Cl-].[O:48]=[C:49]([N:70]1[CH2:74][CH2:73][CH2:72][CH2:71]1)[CH2:50][P+](C1C=CC=CC=1)(C1C=CC=CC=1)C1C=CC=CC=1.O(C)[Na], predict the reaction product. (8) Given the reactants [NH2:1][CH2:2][CH2:3][CH2:4][CH2:5][CH2:6][CH2:7][C:8]([O:10][CH3:11])=[O:9].[NH:12]1[C:20]2[C:15](=[CH:16][CH:17]=[CH:18][CH:19]=2)[CH:14]=[C:13]1[C:21](O)=[O:22].NC1C=CC=CC=1, predict the reaction product. The product is: [NH:12]1[C:20]2[C:15](=[CH:16][CH:17]=[CH:18][CH:19]=2)[CH:14]=[C:13]1[C:21]([NH:1][CH2:2][CH2:3][CH2:4][CH2:5][CH2:6][CH2:7][C:8]([O:10][CH3:11])=[O:9])=[O:22].